Dataset: Full USPTO retrosynthesis dataset with 1.9M reactions from patents (1976-2016). Task: Predict the reactants needed to synthesize the given product. (1) Given the product [CH:16]([CH:29]1[C:34](=[O:35])[CH2:33][CH2:32][N:31]([CH2:13][C:4]2[C:3]([O:2][CH3:1])=[CH:12][C:11]3[C:6](=[CH:7][CH:8]=[CH:9][CH:10]=3)[CH:5]=2)[CH2:30]1)([C:23]1[CH:28]=[CH:27][CH:26]=[CH:25][CH:24]=1)[C:17]1[CH:18]=[CH:19][CH:20]=[CH:21][CH:22]=1, predict the reactants needed to synthesize it. The reactants are: [CH3:1][O:2][C:3]1[C:4]([CH2:13]O)=[CH:5][C:6]2[C:11]([CH:12]=1)=[CH:10][CH:9]=[CH:8][CH:7]=2.Cl.[CH:16]([CH:29]1[C:34](=[O:35])[CH2:33][CH2:32][NH:31][CH2:30]1)([C:23]1[CH:28]=[CH:27][CH:26]=[CH:25][CH:24]=1)[C:17]1[CH:22]=[CH:21][CH:20]=[CH:19][CH:18]=1.C(N(C(C)C)CC)(C)C.C(=O)(O)[O-].[Na+]. (2) Given the product [Br:1][CH2:2][C:3]1[O:7][N:6]=[C:5]([C:8]([OH:10])=[O:9])[CH:4]=1, predict the reactants needed to synthesize it. The reactants are: [Br:1][CH2:2][C:3]1[O:7][N:6]=[C:5]([C:8]([O:10]CC)=[O:9])[CH:4]=1.[OH-].[Li+].Cl. (3) Given the product [NH2:1][C:4]1[CH:12]=[CH:11][C:7]2=[N:8][S:9][N:10]=[C:6]2[CH:5]=1, predict the reactants needed to synthesize it. The reactants are: [N+:1]([C:4]1[CH:12]=[CH:11][C:7]2=[N:8][S:9][N:10]=[C:6]2[CH:5]=1)([O-])=O.Cl[Sn]Cl.O. (4) Given the product [CH3:1][O:2][C:3]1[CH:8]=[C:7]([Br:9])[C:6]([I:11])=[CH:5][C:4]=1[Cl:10], predict the reactants needed to synthesize it. The reactants are: [CH3:1][O:2][C:3]1[CH:8]=[C:7]([Br:9])[CH:6]=[CH:5][C:4]=1[Cl:10].[I:11]I.